This data is from Full USPTO retrosynthesis dataset with 1.9M reactions from patents (1976-2016). The task is: Predict the reactants needed to synthesize the given product. (1) Given the product [CH:1]1([CH2:7][CH2:8][CH2:9][C@@H:10]([C:15]2[O:19][N:18]=[C:17]([C:20]([N:22]([CH2:24][CH2:25][CH2:26][N:27]([CH3:29])[CH3:28])[CH3:23])=[O:21])[N:16]=2)[CH2:11][C:12]([NH:48][OH:47])=[O:13])[CH2:6][CH2:5][CH2:4][CH2:3][CH2:2]1, predict the reactants needed to synthesize it. The reactants are: [CH:1]1([CH2:7][CH2:8][CH2:9][C@@H:10]([C:15]2[O:19][N:18]=[C:17]([C:20]([N:22]([CH2:24][CH2:25][CH2:26][N:27]([CH3:29])[CH3:28])[CH3:23])=[O:21])[N:16]=2)[CH2:11][C:12](O)=[O:13])[CH2:6][CH2:5][CH2:4][CH2:3][CH2:2]1.CN1CCOCC1.ClC(OCC(C)C)=O.C[Si](C)(C)[O:47][NH2:48]. (2) The reactants are: [NH:1]1[CH:5]=[C:4]([C:6]([OH:8])=[O:7])[CH:3]=[N:2]1.Cl.[CH3:10]O. Given the product [NH:1]1[CH:5]=[C:4]([C:6]([O:8][CH3:10])=[O:7])[CH:3]=[N:2]1, predict the reactants needed to synthesize it.